Dataset: Peptide-MHC class I binding affinity with 185,985 pairs from IEDB/IMGT. Task: Regression. Given a peptide amino acid sequence and an MHC pseudo amino acid sequence, predict their binding affinity value. This is MHC class I binding data. (1) The peptide sequence is KCWLVTNGSY. The MHC is HLA-A30:02 with pseudo-sequence HLA-A30:02. The binding affinity (normalized) is 0.694. (2) The peptide sequence is TQHFGWHAF. The MHC is BoLA-D18.4 with pseudo-sequence BoLA-D18.4. The binding affinity (normalized) is 0.464. (3) The peptide sequence is RPAFPAGTF. The MHC is HLA-A01:01 with pseudo-sequence HLA-A01:01. The binding affinity (normalized) is 0.0847.